From a dataset of Catalyst prediction with 721,799 reactions and 888 catalyst types from USPTO. Predict which catalyst facilitates the given reaction. (1) Reactant: [CH2:1](P(=O)(OCC)OCC)[C:2]1[CH:7]=[CH:6][CH:5]=[CH:4][CH:3]=1.[Li]CCCC.[CH3:21][N:22]([CH3:29])[CH2:23][C:24]([CH3:28])([CH3:27])[CH:25]=O. Product: [CH3:25][C:24]([CH3:28])([CH:27]=[CH:1][C:2]1[CH:3]=[CH:4][CH:5]=[CH:6][CH:7]=1)[CH2:23][N:22]([CH3:29])[CH3:21]. The catalyst class is: 20. (2) Reactant: Cl[S:2]([C:5]1[CH:6]=[CH:7][C:8]([O:14][C:15]([F:18])([F:17])[F:16])=[C:9]([CH:13]=1)[C:10]([OH:12])=[O:11])(=[O:4])=[O:3].[CH3:19][NH2:20]. Product: [CH3:19][NH:20][S:2]([C:5]1[CH:6]=[CH:7][C:8]([O:14][C:15]([F:18])([F:17])[F:16])=[C:9]([CH:13]=1)[C:10]([OH:12])=[O:11])(=[O:4])=[O:3]. The catalyst class is: 98.